This data is from Peptide-MHC class II binding affinity with 134,281 pairs from IEDB. The task is: Regression. Given a peptide amino acid sequence and an MHC pseudo amino acid sequence, predict their binding affinity value. This is MHC class II binding data. (1) The peptide sequence is FARIETAFANLYPGE. The MHC is DRB1_0901 with pseudo-sequence DRB1_0901. The binding affinity (normalized) is 0.657. (2) The peptide sequence is DTAGWDTRITEADLD. The MHC is DRB3_0202 with pseudo-sequence DRB3_0202. The binding affinity (normalized) is 0.166.